Dataset: Reaction yield outcomes from USPTO patents with 853,638 reactions. Task: Predict the reaction yield, written as a fraction of the theoretical maximum amount of product (1.0 means a 100% yield; for example, 0.34 means a 34% yield). (1) The reactants are Cl.[NH2:2][C@H:3]([C:14]([OH:16])=[O:15])[CH2:4][C:5]1[C:13]2[C:8](=[CH:9][CH:10]=[CH:11][CH:12]=2)[NH:7][CH:6]=1.C(=O)(O)[O-].[Na+].[CH3:22][C:23]1[C:24]2[CH:33]=[CH:32][CH:31]=[CH:30][C:25]=2[S:26][C:27]=1[CH:28]=O.F[C:35](F)(F)C(O)=O. No catalyst specified. The product is [CH3:35][O:15][C:14]([C@@H:3]1[CH2:4][C:5]2[C:13]3[C:8](=[CH:9][CH:10]=[CH:11][CH:12]=3)[NH:7][C:6]=2[C@H:28]([C:27]2[S:26][C:25]3[CH:30]=[CH:31][CH:32]=[CH:33][C:24]=3[C:23]=2[CH3:22])[NH:2]1)=[O:16]. The yield is 0.380. (2) The reactants are [F:1][C:2]1[CH:23]=[C:22]([N+:24]([O-])=O)[CH:21]=[CH:20][C:3]=1[O:4][C:5]1[CH:10]=[CH:9][N:8]=[C:7]([NH:11][C:12]([N:14]2[CH2:19][CH2:18][O:17][CH2:16][CH2:15]2)=[O:13])[CH:6]=1.[Cl-].[NH4+].CN(C)C=O. The catalyst is C(O)C.[Fe].O.C(OCC)(=O)C. The product is [NH2:24][C:22]1[CH:21]=[CH:20][C:3]([O:4][C:5]2[CH:10]=[CH:9][N:8]=[C:7]([NH:11][C:12]([N:14]3[CH2:15][CH2:16][O:17][CH2:18][CH2:19]3)=[O:13])[CH:6]=2)=[C:2]([F:1])[CH:23]=1. The yield is 0.878. (3) The reactants are [C:1]([O:5][C:6]([N:8]1[CH2:13][CH2:12][CH:11]([NH:14][C:15]2[CH:20]=[CH:19][C:18]([S:21]([C:24]3[CH:29]=[CH:28][CH:27]=[CH:26][CH:25]=3)(=[O:23])=[O:22])=[CH:17][C:16]=2[O:30][CH2:31][CH2:32]Cl)[CH2:10][CH2:9]1)=[O:7])([CH3:4])([CH3:3])[CH3:2].[I-].[Na+].[H-].[Na+].O. The catalyst is CN(C=O)C. The product is [C:1]([O:5][C:6]([N:8]1[CH2:13][CH2:12][CH:11]([N:14]2[C:15]3[CH:20]=[CH:19][C:18]([S:21]([C:24]4[CH:29]=[CH:28][CH:27]=[CH:26][CH:25]=4)(=[O:23])=[O:22])=[CH:17][C:16]=3[O:30][CH2:31][CH2:32]2)[CH2:10][CH2:9]1)=[O:7])([CH3:4])([CH3:3])[CH3:2]. The yield is 0.680. (4) The reactants are Cl.[CH2:2]([O:4][C:5](=[O:18])[C@H:6]([CH2:8][C:9]1[CH:14]=[CH:13][C:12]([N+:15]([O-:17])=[O:16])=[CH:11][CH:10]=1)[NH2:7])[CH3:3].[OH-].[Na+]. The catalyst is ClCCl.O. The product is [CH2:2]([O:4][C:5](=[O:18])[C@H:6]([CH2:8][C:9]1[CH:14]=[CH:13][C:12]([N+:15]([O-:17])=[O:16])=[CH:11][CH:10]=1)[NH2:7])[CH3:3]. The yield is 1.00. (5) The reactants are [CH2:1]([C@H:8]([NH:20][C:21](=[O:31])[O:22][C@@H:23]1[C@H:30]2[C@H:26]([O:27][CH2:28][CH2:29]2)[O:25][CH2:24]1)[C@H:9]([OH:19])[CH2:10][NH:11][O:12][CH:13]1[CH2:18][CH2:17][CH2:16][CH2:15][CH2:14]1)[C:2]1[CH:7]=[CH:6][CH:5]=[CH:4][CH:3]=1.[O:32]1[C:36]2[CH:37]=[CH:38][C:39]([S:41](Cl)(=[O:43])=[O:42])=[CH:40][C:35]=2[O:34][CH2:33]1.C(N(C(C)C)CC)(C)C. The catalyst is O1CCCC1.CN(C1C=CC=CN=1)C. The product is [O:32]1[C:36]2[CH:37]=[CH:38][C:39]([S:41]([N:11]([O:12][CH:13]3[CH2:14][CH2:15][CH2:16][CH2:17][CH2:18]3)[CH2:10][C@@H:9]([OH:19])[C@@H:8]([NH:20][C:21](=[O:31])[O:22][C@@H:23]3[C@H:30]4[C@H:26]([O:27][CH2:28][CH2:29]4)[O:25][CH2:24]3)[CH2:1][C:2]3[CH:3]=[CH:4][CH:5]=[CH:6][CH:7]=3)(=[O:42])=[O:43])=[CH:40][C:35]=2[O:34][CH2:33]1. The yield is 0.870. (6) The reactants are [C:1]([C:4]1[CH:5]=[C:6]2[C:10](=[CH:11][CH:12]=1)[N:9](C1CCCCO1)[N:8]=[C:7]2[C:19]1[CH:20]=[C:21]([CH:26]=[CH:27][CH:28]=1)[C:22](OC)=[O:23])(=[O:3])[NH2:2].[OH-].[Li+].ON1[C:36]2[N:37]=[CH:38][CH:39]=[CH:40][C:35]=2N=N1.[NH2:41][CH2:42][CH2:43]N1CCCCC1.Cl.C(N=C=NCCCN(C)C)C.Cl. The catalyst is O1CCCC1.O.O1CCOCC1. The product is [NH:37]1[CH2:38][CH2:39][CH2:40][CH2:35][CH:36]1[CH2:43][CH2:42][NH:41][C:22]([C:21]1[CH:20]=[C:19]([C:7]2[C:6]3[C:10](=[CH:11][CH:12]=[C:4]([C:1]([NH2:2])=[O:3])[CH:5]=3)[NH:9][N:8]=2)[CH:28]=[CH:27][CH:26]=1)=[O:23]. The yield is 0.0800. (7) The reactants are [Cl:1][C:2]1[C:9]([CH2:10][CH2:11][OH:12])=[CH:8][CH:7]=[CH:6][C:3]=1[CH:4]=O.[CH2:13]([C:15]1[S:16][CH:17]=[C:18]([C:20]([N:22]2[CH2:27][C:26]3([CH2:32][CH2:31][NH:30][CH2:29][CH2:28]3)[O:25][CH2:24][CH2:23]2)=[O:21])[N:19]=1)[CH3:14].C(O[BH-](OC(=O)C)OC(=O)C)(=O)C.[Na+].C(=O)(O)[O-].[Na+]. The catalyst is C(Cl)Cl.C(N(CC)CC)C. The product is [Cl:1][C:2]1[C:9]([CH2:10][CH2:11][OH:12])=[CH:8][CH:7]=[CH:6][C:3]=1[CH2:4][N:30]1[CH2:31][CH2:32][C:26]2([O:25][CH2:24][CH2:23][N:22]([C:20]([C:18]3[N:19]=[C:15]([CH2:13][CH3:14])[S:16][CH:17]=3)=[O:21])[CH2:27]2)[CH2:28][CH2:29]1. The yield is 1.07.